Dataset: Forward reaction prediction with 1.9M reactions from USPTO patents (1976-2016). Task: Predict the product of the given reaction. (1) Given the reactants [F:1][C:2]1[CH:3]=[C:4]([C@@:9]2([CH3:41])[N:18]([CH2:19][C:20]#[C:21][C:22]3[CH:23]=[C:24]4[CH2:39][C@@:29]5([C:37]6[C:32](=[N:33][CH:34]=[CH:35][CH:36]=6)[NH:31][C:30]5=[O:38])[CH2:28][C:25]4=[N:26][CH:27]=3)[C:17](=[O:40])[C:12]3([CH2:16][CH2:15][CH2:14][CH2:13]3)[NH:11][CH2:10]2)[CH:5]=[C:6]([F:8])[CH:7]=1.C(O)(=O)C.[Cl:46][CH2:47][CH:48]=O.C([BH3-])#N.[Na+], predict the reaction product. The product is: [NH4+:11].[OH-:38].[Cl:46][CH2:47][CH2:48][N:11]1[CH2:10][C@:9]([C:4]2[CH:5]=[C:6]([F:8])[CH:7]=[C:2]([F:1])[CH:3]=2)([CH3:41])[N:18]([CH2:19][C:20]#[C:21][C:22]2[CH:23]=[C:24]3[CH2:39][C@@:29]4([C:37]5[C:32](=[N:33][CH:34]=[CH:35][CH:36]=5)[NH:31][C:30]4=[O:38])[CH2:28][C:25]3=[N:26][CH:27]=2)[C:17](=[O:40])[C:12]21[CH2:13][CH2:14][CH2:15][CH2:16]2. (2) Given the reactants [ClH:1].C(=[N:15][NH:16][C:17]1[CH:26]=[C:25]([F:27])[C:20]2[NH:21][C:22]([CH3:24])=[N:23][C:19]=2[CH:18]=1)(C1C=CC=CC=1)C1C=CC=CC=1, predict the reaction product. The product is: [ClH:1].[ClH:1].[F:27][C:25]1[C:20]2[NH:21][C:22]([CH3:24])=[N:23][C:19]=2[CH:18]=[C:17]([NH:16][NH2:15])[CH:26]=1. (3) The product is: [F:7][C:8]1[CH:13]=[CH:12][CH:11]=[CH:10][C:9]=1[S:14]([CH3:15])(=[O:1])=[O:16]. Given the reactants [OH:1]OS([O-])=O.[K+].[F:7][C:8]1[CH:13]=[CH:12][CH:11]=[CH:10][C:9]=1[S:14][CH3:15].[OH2:16], predict the reaction product. (4) Given the reactants [CH2:1]([C:5]1[N:6]=[C:7]([CH3:28])[NH:8][C:9](=[O:27])[C:10]=1[CH2:11][C:12]1[CH:17]=[CH:16][C:15]([C:18]2[C:19]([C:24]#[N:25])=[CH:20][CH:21]=[CH:22][CH:23]=2)=[CH:14][C:13]=1[F:26])[CH2:2][CH2:3][CH3:4].C(=O)([O-])[O-].[Cs+].[Cs+].Br[CH2:36][C:37](=[O:42])[C:38]([CH3:41])([CH3:40])[CH3:39].CN(C)C=O, predict the reaction product. The product is: [CH2:1]([C:5]1[N:6]=[C:7]([CH3:28])[N:8]([CH2:36][C:37](=[O:42])[C:38]([CH3:41])([CH3:40])[CH3:39])[C:9](=[O:27])[C:10]=1[CH2:11][C:12]1[CH:17]=[CH:16][C:15]([C:18]2[C:19]([C:24]#[N:25])=[CH:20][CH:21]=[CH:22][CH:23]=2)=[CH:14][C:13]=1[F:26])[CH2:2][CH2:3][CH3:4]. (5) Given the reactants C(OC([N:8]1[CH2:27][CH2:26][N:11]2[C:12](=[O:25])[C:13]3[C:18]([C@@H:10]2[CH2:9]1)=[CH:17][C:16]([S:19][CH3:20])=[CH:15][C:14]=3[C:21]([F:24])([F:23])[F:22])=O)(C)(C)C.[ClH:28], predict the reaction product. The product is: [ClH:28].[CH3:20][S:19][C:16]1[CH:17]=[C:18]2[C:13]([C:12](=[O:25])[N:11]3[CH2:26][CH2:27][NH:8][CH2:9][C@H:10]32)=[C:14]([C:21]([F:23])([F:22])[F:24])[CH:15]=1. (6) The product is: [O:31]1[CH2:32][CH2:33][N:28]([CH2:3][CH:2]([OH:1])[CH2:4][N:5]2[C:18]3[CH:17]=[C:16]([C:19]([F:21])([F:20])[F:22])[CH:15]=[CH:14][C:13]=3[S:12][C:11]3[C:6]2=[CH:7][CH:8]=[CH:9][CH:10]=3)[CH2:29][CH2:30]1. Given the reactants [O:1]1[CH2:3][CH:2]1[CH2:4][N:5]1[C:18]2[CH:17]=[C:16]([C:19]([F:22])([F:21])[F:20])[CH:15]=[CH:14][C:13]=2[S:12][C:11]2[C:6]1=[CH:7][CH:8]=[CH:9][CH:10]=2.CC(O)(C)C.[NH:28]1[CH2:33][CH2:32][O:31][CH2:30][CH2:29]1, predict the reaction product. (7) The product is: [CH2:31]([NH:30][S:29]([C:26]1[CH:27]=[CH:28][C:20]([N:35]2[CH2:40][CH2:39][O:38][CH2:37][CH2:36]2)=[C:21]([CH:25]=1)[C:22]([OH:24])=[O:23])(=[O:34])=[O:33])[CH3:32]. Given the reactants CS(C1C=CC(N2CCCC2)=C(C=1)C(O)=O)(=O)=O.Cl[C:20]1[CH:28]=[CH:27][C:26]([S:29](=[O:34])(=[O:33])[NH:30][CH2:31][CH3:32])=[CH:25][C:21]=1[C:22]([OH:24])=[O:23].[NH:35]1[CH2:40][CH2:39][O:38][CH2:37][CH2:36]1, predict the reaction product. (8) Given the reactants [F:1][C:2]1[CH:3]=[C:4]([C:8]2[CH:9]=[C:10](Cl)[C:11]([C:14]#[N:15])=[N:12][CH:13]=2)[CH:5]=[CH:6][CH:7]=1.C[O-].[Na+].CO.CCCCCC.[C:28](OCC)(=[O:30])C, predict the reaction product. The product is: [F:1][C:2]1[CH:3]=[C:4]([C:8]2[CH:9]=[C:10]([O:30][CH3:28])[C:11]([C:14]#[N:15])=[N:12][CH:13]=2)[CH:5]=[CH:6][CH:7]=1.